Task: Predict which catalyst facilitates the given reaction.. Dataset: Catalyst prediction with 721,799 reactions and 888 catalyst types from USPTO (1) Product: [CH2:63]([CH:52]([CH2:53][CH2:54][CH2:55][CH2:56][CH2:57][CH2:58][CH2:59][CH2:60][CH2:61][CH3:62])[CH2:51][C:21]1[CH:22]=[C:23]([C:25]2[S:26][C:27]([C:6]3[S:7][CH:8]=[CH:9][CH:10]=3)=[C:28]([CH2:30][CH:31]([CH2:42][CH2:43][CH2:44][CH2:45][CH2:46][CH2:47][CH2:48][CH3:49])[CH2:32][CH2:33][CH2:34][CH2:35][CH2:36][CH2:37][CH2:38][CH2:39][CH2:40][CH3:41])[CH:29]=2)[S:24][C:20]=1[C:6]1[S:7][CH:8]=[CH:9][CH:10]=1)[CH2:64][CH2:65][CH2:66][CH2:67][CH2:68][CH2:69][CH3:70]. Reactant: C([Sn](CCCC)(CCCC)[C:6]1[S:7][CH:8]=[CH:9][CH:10]=1)CCC.Br[C:20]1[S:24][C:23]([C:25]2[S:26][C:27](Br)=[C:28]([CH2:30][CH:31]([CH2:42][CH2:43][CH2:44][CH2:45][CH2:46][CH2:47][CH2:48][CH3:49])[CH2:32][CH2:33][CH2:34][CH2:35][CH2:36][CH2:37][CH2:38][CH2:39][CH2:40][CH3:41])[CH:29]=2)=[CH:22][C:21]=1[CH2:51][CH:52]([CH2:63][CH2:64][CH2:65][CH2:66][CH2:67][CH2:68][CH2:69][CH3:70])[CH2:53][CH2:54][CH2:55][CH2:56][CH2:57][CH2:58][CH2:59][CH2:60][CH2:61][CH3:62].CN(C=O)C. The catalyst class is: 103. (2) Reactant: [Br:1][C:2]1[C:10]2[N:9]=[C:8]([CH3:11])[NH:7][C:6]=2[CH:5]=[C:4]([N+:12]([O-:14])=[O:13])[CH:3]=1.Br[CH2:16][C:17]1[CH:22]=[CH:21][CH:20]=[C:19]([Cl:23])[C:18]=1[CH3:24].C(=O)([O-])[O-].[Cs+].[Cs+].O. Product: [Br:1][C:2]1[C:10]2[N:9]=[C:8]([CH3:11])[N:7]([CH2:16][C:17]3[CH:22]=[CH:21][CH:20]=[C:19]([Cl:23])[C:18]=3[CH3:24])[C:6]=2[CH:5]=[C:4]([N+:12]([O-:14])=[O:13])[CH:3]=1. The catalyst class is: 3. (3) Reactant: [Cl:1][C:2]1[CH:28]=[CH:27][C:5]([CH2:6][NH:7][C:8]([NH:16][C:17]2[CH:22]=[CH:21][C:20]([O:23][CH:24]([CH3:26])[CH3:25])=[CH:19][CH:18]=2)=[N:9][C:10]([NH:12][CH:13]([CH3:15])[CH3:14])=[S:11])=[CH:4][CH:3]=1.N[C:30](N)=[S:31].C(Cl)(Cl)=S.C(OCC)(=O)C. Product: [Cl:1][C:2]1[CH:28]=[CH:27][C:5]([CH2:6][N:7]2[C:8](=[N:16][C:17]3[CH:18]=[CH:19][C:20]([O:23][CH:24]([CH3:26])[CH3:25])=[CH:21][CH:22]=3)[NH:9][C:10](=[S:11])[N:12]([CH:13]([CH3:15])[CH3:14])[C:30]2=[S:31])=[CH:4][CH:3]=1. The catalyst class is: 1. (4) Reactant: [NH2:1][C:2]1[C:10]2[N:9]=[N:8][NH:7][C:6]=2[CH:5]=[CH:4][CH:3]=1.[H-].[Na+].Cl[C:14]1[CH:19]=[CH:18][N:17]=[C:16]([S:20][CH3:21])[N:15]=1. Product: [CH3:21][S:20][C:16]1[N:17]=[C:18]([N:7]2[C:6]3[CH:5]=[CH:4][CH:3]=[C:2]([NH2:1])[C:10]=3[N:9]=[N:8]2)[CH:19]=[CH:14][N:15]=1. The catalyst class is: 3. (5) Reactant: Br[C:2]1[CH:7]=[CH:6][C:5]([O:8][CH:9]([CH3:11])[CH3:10])=[CH:4][C:3]=1[C:12]([F:15])([F:14])[F:13].[I-:16].[Na+].CN[C@@H]1CCCC[C@H]1NC. Product: [I:16][C:2]1[CH:7]=[CH:6][C:5]([O:8][CH:9]([CH3:11])[CH3:10])=[CH:4][C:3]=1[C:12]([F:15])([F:14])[F:13]. The catalyst class is: 830. (6) Reactant: [Cl:1][C:2]1[C:16]([Cl:17])=[CH:15][C:5]2[NH:6][C:7]([C:9](=[O:14])[C:10]([F:13])([F:12])[F:11])=[N:8][C:4]=2[CH:3]=1.Br/[CH:19]=[CH:20]\[CH3:21].II.[Mg]. Product: [Cl:17][C:16]1[C:2]([Cl:1])=[CH:3][C:4]2[NH:8][C:7]([C:9]([OH:14])(/[CH:19]=[CH:20]\[CH3:21])[C:10]([F:13])([F:11])[F:12])=[N:6][C:5]=2[CH:15]=1. The catalyst class is: 76. (7) Reactant: [P:1]([O:8][CH2:9][CH3:10])([O:5][CH2:6][CH3:7])[O:2]CC.Br[CH2:12][C:13]1[CH:18]=[CH:17][C:16]([NH:19][C:20](=[O:25])[C:21]([F:24])([F:23])[F:22])=[CH:15][C:14]=1[C:26]([F:29])([F:28])[F:27]. Product: [CH2:9]([O:8][P:1]([CH2:12][C:13]1[CH:18]=[CH:17][C:16]([NH:19][C:20](=[O:25])[C:21]([F:24])([F:23])[F:22])=[CH:15][C:14]=1[C:26]([F:27])([F:28])[F:29])(=[O:2])[O:5][CH2:6][CH3:7])[CH3:10]. The catalyst class is: 11.